Dataset: Full USPTO retrosynthesis dataset with 1.9M reactions from patents (1976-2016). Task: Predict the reactants needed to synthesize the given product. (1) Given the product [OH:8][C:9]1[CH:14]=[CH:13][C:12]([C:15]2[O:16][C:17]3[CH:22]=[C:21]([O:23][CH2:24][C@@H:25]([NH:27][C:28](=[O:34])[O:29][C:30]([CH3:32])([CH3:31])[CH3:33])[CH3:26])[N:20]=[CH:19][C:18]=3[N:35]=2)=[CH:11][CH:10]=1, predict the reactants needed to synthesize it. The reactants are: C([O:8][C:9]1[CH:14]=[CH:13][C:12]([C:15]2[O:16][C:17]3[CH:22]=[C:21]([O:23][CH2:24][C@@H:25]([NH:27][C:28](=[O:34])[O:29][C:30]([CH3:33])([CH3:32])[CH3:31])[CH3:26])[N:20]=[CH:19][C:18]=3[N:35]=2)=[CH:11][CH:10]=1)C1C=CC=CC=1.C1COCC1. (2) Given the product [CH2:16]([N:6]([CH2:16][CH2:17][CH2:18][CH2:19][CH2:20][CH2:21][CH2:22][CH3:23])[C:5]1[CH:7]=[CH:8][C:2]([I:1])=[CH:3][CH:4]=1)[CH2:17][CH2:18][CH2:19][CH2:20][CH2:21][CH2:22][CH3:23], predict the reactants needed to synthesize it. The reactants are: [I:1][C:2]1[CH:8]=[CH:7][C:5]([NH2:6])=[CH:4][CH:3]=1.C(=O)([O-])[O-].[K+].[K+].Br[CH2:16][CH2:17][CH2:18][CH2:19][CH2:20][CH2:21][CH2:22][CH3:23]. (3) Given the product [CH3:13][O:14][C:15]([C:17]1[C:18]([C:26]2[CH:31]=[CH:30][CH:29]=[CH:28][C:27]=2[N+:32]([O-:34])=[O:33])=[CH:19][CH:20]=[C:21]([C:23]2[S:25][CH:2]=[C:3]([C:5]3[CH:10]=[CH:9][C:8]([F:11])=[C:7]([Cl:12])[CH:6]=3)[N:24]=2)[CH:22]=1)=[O:16], predict the reactants needed to synthesize it. The reactants are: Br[CH2:2][C:3]([C:5]1[CH:10]=[CH:9][C:8]([F:11])=[C:7]([Cl:12])[CH:6]=1)=O.[CH3:13][O:14][C:15]([C:17]1[C:18]([C:26]2[CH:31]=[CH:30][CH:29]=[CH:28][C:27]=2[N+:32]([O-:34])=[O:33])=[CH:19][CH:20]=[C:21]([C:23](=[S:25])[NH2:24])[CH:22]=1)=[O:16].